Task: Regression/Classification. Given a drug SMILES string, predict its toxicity properties. Task type varies by dataset: regression for continuous values (e.g., LD50, hERG inhibition percentage) or binary classification for toxic/non-toxic outcomes (e.g., AMES mutagenicity, cardiotoxicity, hepatotoxicity). Dataset: herg_karim.. Dataset: hERG potassium channel inhibition data for cardiac toxicity prediction from Karim et al. The compound is COc1cc(-c2cn(C3CC[C@@H]4CCCC[C@H]4N(Cc4ccccc4)C3=O)nn2)ccc1-n1cnc(C)c1. The result is 1 (blocker).